From a dataset of Reaction yield outcomes from USPTO patents with 853,638 reactions. Predict the reaction yield, written as a fraction of the theoretical maximum amount of product (1.0 means a 100% yield; for example, 0.34 means a 34% yield). The reactants are [OH:1][C:2]([CH:5]1[CH2:9][CH2:8][CH:7]([CH3:10])[CH:6]1[OH:11])([CH3:4])[CH3:3].ClCCl.[Cr](Cl)([O-])(=O)=O.[NH+]1C=CC=CC=1. The catalyst is C(OCC)C. The product is [OH:1][C:2]([CH:5]1[CH2:9][CH2:8][CH:7]([CH3:10])[C:6]1=[O:11])([CH3:4])[CH3:3]. The yield is 0.860.